Predict the reactants needed to synthesize the given product. From a dataset of Full USPTO retrosynthesis dataset with 1.9M reactions from patents (1976-2016). (1) The reactants are: Cl.[NH2:2][CH2:3][C:4]([C:6]1[CH:11]=[CH:10][C:9]([Br:12])=[CH:8][CH:7]=1)=[O:5].C(N(CC)C(C)C)(C)C.[C:22](O[C:22]([O:24][C:25]([CH3:28])([CH3:27])[CH3:26])=[O:23])([O:24][C:25]([CH3:28])([CH3:27])[CH3:26])=[O:23].CCOC(C)=O.O. Given the product [Br:12][C:9]1[CH:10]=[CH:11][C:6]([C:4](=[O:5])[CH2:3][NH:2][C:22](=[O:23])[O:24][C:25]([CH3:28])([CH3:27])[CH3:26])=[CH:7][CH:8]=1, predict the reactants needed to synthesize it. (2) Given the product [O:27]=[C:20]1[C:21]2[C:26](=[CH:25][CH:24]=[CH:23][CH:22]=2)[CH:18]([O:17][C:15]([NH:14][CH2:13][C:7]2([CH2:6][C:5]([OH:28])=[O:4])[CH2:12][CH2:11][CH2:10][CH2:9][CH2:8]2)=[O:16])[O:19]1, predict the reactants needed to synthesize it. The reactants are: C([O:4][C:5](=[O:28])[CH2:6][C:7]1([CH2:13][NH:14][C:15]([O:17][CH:18]2[C:26]3[C:21](=[CH:22][CH:23]=[CH:24][CH:25]=3)[C:20](=[O:27])[O:19]2)=[O:16])[CH2:12][CH2:11][CH2:10][CH2:9][CH2:8]1)C=C.C(O)=O. (3) The reactants are: [F:1][C:2]([F:16])([F:15])[C:3]1[N:7]2[CH2:8][CH2:9][NH:10][CH2:11][C:6]2=[C:5]([C:12]([O-])=[O:13])[N:4]=1.[OH-].[NH4+:18]. Given the product [F:1][C:2]([F:16])([F:15])[C:3]1[N:7]2[CH2:8][CH2:9][NH:10][CH2:11][C:6]2=[C:5]([C:12]([NH2:18])=[O:13])[N:4]=1, predict the reactants needed to synthesize it.